From a dataset of Human liver microsome stability data. Regression/Classification. Given a drug SMILES string, predict its absorption, distribution, metabolism, or excretion properties. Task type varies by dataset: regression for continuous measurements (e.g., permeability, clearance, half-life) or binary classification for categorical outcomes (e.g., BBB penetration, CYP inhibition). Dataset: hlm. (1) The molecule is N#Cc1cccc(OC2CCN(C(=O)NCc3ccc(Cl)cc3Cl)CC2)c1. The result is 0 (unstable in human liver microsomes). (2) The drug is COc1cc2nc3cc(-c4ccc(CN5CCOCC5)cc4)ccc3c(O)c2cc1Cl. The result is 1 (stable in human liver microsomes).